This data is from Forward reaction prediction with 1.9M reactions from USPTO patents (1976-2016). The task is: Predict the product of the given reaction. (1) Given the reactants Cl.[S:2]1[CH:6]=[CH:5][CH:4]=[C:3]1[CH2:7][O:8][CH:9]1[CH2:12][NH:11][CH2:10]1.CCN=C=NCCCN(C)C.C1C=CC2N(O)N=NC=2C=1.C(N(C(C)C)CC)(C)C.Cl.[CH3:44][N:45]1[CH2:50][CH2:49][N:48]([CH2:51][CH2:52][N:53]2[CH2:58][C:57]3[CH:59]=[C:60](/[CH:63]=[CH:64]/[C:65](O)=[O:66])[CH:61]=[N:62][C:56]=3[NH:55][C:54]2=[O:68])[CH2:47][CH2:46]1, predict the reaction product. The product is: [CH3:44][N:45]1[CH2:50][CH2:49][N:48]([CH2:51][CH2:52][N:53]2[CH2:58][C:57]3[CH:59]=[C:60](/[CH:63]=[CH:64]/[C:65](=[O:66])[N:11]4[CH2:12][CH:9]([O:8][CH2:7][C:3]5[S:2][CH:6]=[CH:5][CH:4]=5)[CH2:10]4)[CH:61]=[N:62][C:56]=3[NH:55][C:54]2=[O:68])[CH2:47][CH2:46]1. (2) Given the reactants [CH3:1][O:2][C:3]1[CH:8]=[CH:7][CH:6]=[CH:5][C:4]=1[CH2:9][C:10](=O)[CH3:11].[C:13]1([C@H:19]([NH2:21])[CH3:20])[CH:18]=[CH:17][CH:16]=[CH:15][CH:14]=1.C(O)=O, predict the reaction product. The product is: [CH3:1][O:2][C:3]1[CH:8]=[CH:7][CH:6]=[CH:5][C:4]=1[CH2:9][C@H:10]([NH:21][C@@H:19]([C:13]1[CH:18]=[CH:17][CH:16]=[CH:15][CH:14]=1)[CH3:20])[CH3:11]. (3) Given the reactants [CH3:1][C:2]([C:4]1[CH:9]=[C:8]([O:10][CH3:11])[C:7]([O:12][CH3:13])=[C:6]([O:14][CH3:15])[CH:5]=1)=[O:3].CC(C)([O-])C.[Na+], predict the reaction product. The product is: [CH3:15][O:14][C:6]1[CH:5]=[C:4]([CH:2]([OH:3])[CH3:1])[CH:9]=[C:8]([O:10][CH3:11])[C:7]=1[O:12][CH3:13].